The task is: Predict the reactants needed to synthesize the given product.. This data is from Full USPTO retrosynthesis dataset with 1.9M reactions from patents (1976-2016). (1) Given the product [F:22][C:19]([F:20])([F:21])[C:17]1[CH:18]=[C:13]([C:10]([CH3:12])([CH3:11])[C:9]([N:8]([CH3:28])[C:5]2[C:4]([C:29]3[CH:34]=[CH:33][CH:32]=[CH:31][C:30]=3[CH3:35])=[CH:3][C:2]([NH:1][C:50]([CH2:49][O:48][C:45](=[O:47])[CH3:46])=[O:51])=[N:7][CH:6]=2)=[O:27])[CH:14]=[C:15]([C:23]([F:26])([F:24])[F:25])[CH:16]=1, predict the reactants needed to synthesize it. The reactants are: [NH2:1][C:2]1[N:7]=[CH:6][C:5]([N:8]([CH3:28])[C:9](=[O:27])[C:10]([C:13]2[CH:18]=[C:17]([C:19]([F:22])([F:21])[F:20])[CH:16]=[C:15]([C:23]([F:26])([F:25])[F:24])[CH:14]=2)([CH3:12])[CH3:11])=[C:4]([C:29]2[CH:34]=[CH:33][CH:32]=[CH:31][C:30]=2[CH3:35])[CH:3]=1.C(N(C(C)C)C(C)C)C.[C:45]([O:48][CH2:49][C:50](Cl)=[O:51])(=[O:47])[CH3:46]. (2) Given the product [F:43][C:44]([F:49])([F:48])[C:45]([OH:47])=[O:46].[CH3:35][N:36]([CH3:37])[C:29]1[CH:30]=[N:31][C:26]([N:18]([CH2:19][CH2:20][CH2:21][CH2:22][CH2:23][CH2:24][CH3:25])[CH2:17][CH2:16][C:14]2[N:15]=[C:11]([S:10][C:7]([CH3:9])([CH3:8])[C:6]([OH:5])=[O:33])[S:12][CH:13]=2)=[N:27][CH:28]=1, predict the reactants needed to synthesize it. The reactants are: C([O:5][C:6](=[O:33])[C:7]([S:10][C:11]1[S:12][CH:13]=[C:14]([CH2:16][CH2:17][N:18]([C:26]2[N:31]=[CH:30][C:29](Br)=[CH:28][N:27]=2)[CH2:19][CH2:20][CH2:21][CH2:22][CH2:23][CH2:24][CH3:25])[N:15]=1)([CH3:9])[CH3:8])(C)(C)C.Cl.[CH3:35][NH:36][CH3:37].C(O)(C)(C)C.[F:43][C:44]([F:49])([F:48])[C:45]([OH:47])=[O:46]. (3) Given the product [C:1]1([C:22]2[CH:27]=[CH:26][CH:25]=[CH:24][CH:23]=2)[CH:6]=[CH:5][CH:4]=[C:3]([N:7]2[CH:12]=[C:11]([OH:13])[C:10](=[O:15])[CH:9]=[C:8]2[C:16]2[CH:21]=[CH:20][CH:19]=[CH:18][CH:17]=2)[CH:2]=1, predict the reactants needed to synthesize it. The reactants are: [C:1]1([C:22]2[CH:27]=[CH:26][CH:25]=[CH:24][CH:23]=2)[CH:6]=[CH:5][CH:4]=[C:3]([N:7]2[CH:12]=[C:11]([O:13]C)[C:10](=[O:15])[CH:9]=[C:8]2[C:16]2[CH:21]=[CH:20][CH:19]=[CH:18][CH:17]=2)[CH:2]=1.B(Br)(Br)Br. (4) Given the product [N:37]1[CH:36]=[CH:35][C:34]([C:11]2[C:12]([C:14]3[CH:19]=[CH:18][CH:17]=[C:16]([NH:20][C:21]([NH:23][C:24]4[CH:29]=[CH:28][C:27]([C:30]([F:31])([F:33])[F:32])=[CH:26][CH:25]=4)=[O:22])[CH:15]=3)=[N:13][N:7]3[C:6]([C:4]([NH2:40])=[O:3])=[CH:10][S:9][C:8]=23)=[CH:39][CH:38]=1, predict the reactants needed to synthesize it. The reactants are: C([O:3][C:4]([C:6]1[N:7]2[N:13]=[C:12]([C:14]3[CH:19]=[CH:18][CH:17]=[C:16]([NH:20][C:21]([NH:23][C:24]4[CH:29]=[CH:28][C:27]([C:30]([F:33])([F:32])[F:31])=[CH:26][CH:25]=4)=[O:22])[CH:15]=3)[C:11]([C:34]3[CH:39]=[CH:38][N:37]=[CH:36][CH:35]=3)=[C:8]2[S:9][CH:10]=1)=O)C.[NH3:40]. (5) Given the product [O:24]=[CH:23][C@@:20]12[C@@H:19]3[C@H:10]([C@H:11]4[C@@:15]([CH2:17][CH2:18]3)([CH3:16])[C@@H:14]([OH:25])[CH2:13][CH2:12]4)[CH2:9][CH:8]=[C:7]1[CH2:6][C@@H:5]([OH:4])[CH2:22][CH2:21]2, predict the reactants needed to synthesize it. The reactants are: C([O:4][C@H:5]1[CH2:22][CH2:21][C@@:20]2([CH:23]=[O:24])[C:7](=[CH:8][CH2:9][C@@H:10]3[C@@H:19]2[CH2:18][CH2:17][C@@:15]2([CH3:16])[C@H:11]3[CH2:12][CH2:13][C@@H:14]2[O:25]C(=O)C)[CH2:6]1)(=O)C.[OH-].[K+]. (6) Given the product [C:19]1([CH:25]([N:27]2[CH2:28][CH2:29][N:30]([CH2:1][C:3]3[CH:18]=[CH:17][C:6]([O:7][C:8]4[CH:16]=[CH:15][C:11]([C:12]([NH2:14])=[O:13])=[CH:10][N:9]=4)=[CH:5][CH:4]=3)[CH2:31][CH2:32]2)[CH3:26])[CH:24]=[CH:23][CH:22]=[CH:21][CH:20]=1, predict the reactants needed to synthesize it. The reactants are: [CH:1]([C:3]1[CH:18]=[CH:17][C:6]([O:7][C:8]2[CH:16]=[CH:15][C:11]([C:12]([NH2:14])=[O:13])=[CH:10][N:9]=2)=[CH:5][CH:4]=1)=O.[C:19]1([CH:25]([N:27]2[CH2:32][CH2:31][NH:30][CH2:29][CH2:28]2)[CH3:26])[CH:24]=[CH:23][CH:22]=[CH:21][CH:20]=1.[BH4-].[Na+].